Dataset: Reaction yield outcomes from USPTO patents with 853,638 reactions. Task: Predict the reaction yield, written as a fraction of the theoretical maximum amount of product (1.0 means a 100% yield; for example, 0.34 means a 34% yield). (1) The reactants are C1(C)C=CC(S(O[CH:11]2[CH2:16][CH2:15][N:14]([C:17]3[CH:22]=[CH:21][C:20]([N:23]4[CH2:27][C@H:26]([CH2:28][NH:29][C:30](=[O:32])[CH3:31])[O:25][C:24]4=[O:33])=[CH:19][C:18]=3[F:34])[CH2:13][CH2:12]2)(=O)=O)=CC=1.[N:36]1([C:42](=[O:49])[CH2:43][C:44]2[N:45]=[N:46][NH:47][N:48]=2)[CH2:41][CH2:40][O:39][CH2:38][CH2:37]1.C([O-])([O-])=O.[K+].[K+]. No catalyst specified. The product is [O:39]1[CH2:38][CH2:37][N:36]([C:42]([CH2:43][C:44]2[N:48]([CH:11]3[CH2:16][CH2:15][N:14]([C:17]4[CH:22]=[CH:21][C:20]([N:23]5[CH2:27][C@H:26]([CH2:28][NH:29][C:30](=[O:32])[CH3:31])[O:25][C:24]5=[O:33])=[CH:19][C:18]=4[F:34])[CH2:13][CH2:12]3)[N:47]=[N:46][N:45]=2)=[O:49])[CH2:41][CH2:40]1. The yield is 0.200. (2) The reactants are [F:1][C:2]1[CH:3]=[C:4]([N:8]2[C:16]3[C:11](=[CH:12][CH:13]=[CH:14][CH:15]=3)[CH:10]=[C:9]2[C:17](=O)[CH3:18])[CH:5]=[CH:6][CH:7]=1.C([O-])(=O)C.[NH4+].C([BH3-])#[N:26].[Na+]. The catalyst is CO.C(#N)C. The product is [F:1][C:2]1[CH:3]=[C:4]([N:8]2[C:16]3[C:11](=[CH:12][CH:13]=[CH:14][CH:15]=3)[CH:10]=[C:9]2[CH:17]([NH2:26])[CH3:18])[CH:5]=[CH:6][CH:7]=1. The yield is 0.970. (3) The reactants are Br[C:2]1[C:3]([NH2:20])=[N:4][CH:5]=[C:6]([C:8]2[CH:13]=[CH:12][C:11]([S:14]([CH:17]([CH3:19])[CH3:18])(=[O:16])=[O:15])=[CH:10][CH:9]=2)[N:7]=1.[CH2:21](N)[C:22]1[CH:27]=[CH:26][CH:25]=[CH:24][CH:23]=1.C[CH2:30][N:31](CC)CC. The catalyst is CN1C(=O)CCC1.O. The product is [CH:17]([S:14]([C:11]1[CH:12]=[CH:13][C:8]([C:6]2[N:7]=[C:2]([NH:31][CH2:30][CH2:21][C:22]3[CH:27]=[CH:26][CH:25]=[CH:24][CH:23]=3)[C:3]([NH2:20])=[N:4][CH:5]=2)=[CH:9][CH:10]=1)(=[O:16])=[O:15])([CH3:19])[CH3:18]. The yield is 0.420.